From a dataset of NCI-60 drug combinations with 297,098 pairs across 59 cell lines. Regression. Given two drug SMILES strings and cell line genomic features, predict the synergy score measuring deviation from expected non-interaction effect. (1) Drug 1: CN1C(=O)N2C=NC(=C2N=N1)C(=O)N. Drug 2: CC1C(C(CC(O1)OC2CC(CC3=C2C(=C4C(=C3O)C(=O)C5=CC=CC=C5C4=O)O)(C(=O)C)O)N)O. Cell line: SF-539. Synergy scores: CSS=51.3, Synergy_ZIP=-2.33, Synergy_Bliss=-2.89, Synergy_Loewe=-0.0846, Synergy_HSA=1.04. (2) Drug 1: CC1C(C(CC(O1)OC2CC(CC3=C2C(=C4C(=C3O)C(=O)C5=C(C4=O)C(=CC=C5)OC)O)(C(=O)C)O)N)O.Cl. Drug 2: CS(=O)(=O)OCCCCOS(=O)(=O)C. Cell line: K-562. Synergy scores: CSS=29.4, Synergy_ZIP=3.14, Synergy_Bliss=6.16, Synergy_Loewe=-3.19, Synergy_HSA=4.20. (3) Drug 1: CN(C)C1=NC(=NC(=N1)N(C)C)N(C)C. Drug 2: CCC(=C(C1=CC=CC=C1)C2=CC=C(C=C2)OCCN(C)C)C3=CC=CC=C3.C(C(=O)O)C(CC(=O)O)(C(=O)O)O. Cell line: SF-268. Synergy scores: CSS=-7.58, Synergy_ZIP=4.85, Synergy_Bliss=0.438, Synergy_Loewe=-6.65, Synergy_HSA=-6.77. (4) Drug 1: C1CNP(=O)(OC1)N(CCCl)CCCl. Drug 2: C(CN)CNCCSP(=O)(O)O. Cell line: MOLT-4. Synergy scores: CSS=0.570, Synergy_ZIP=1.11, Synergy_Bliss=3.27, Synergy_Loewe=1.63, Synergy_HSA=2.35.